Dataset: Forward reaction prediction with 1.9M reactions from USPTO patents (1976-2016). Task: Predict the product of the given reaction. (1) Given the reactants [C:1]([O:5][C:6](=[O:22])[NH:7][C:8]1[CH:13]=[CH:12][C:11]([C:14]2[CH:19]=[CH:18][CH:17]=[CH:16][C:15]=2[F:20])=[CH:10][C:9]=1[NH2:21])([CH3:4])([CH3:3])[CH3:2].C([O:27][C:28](=O)[CH2:29][C:30]([C:32]1[CH:37]=[CH:36][CH:35]=[C:34]([C:38]2[CH:43]=[CH:42][N:41]=[C:40]([CH3:44])[CH:39]=2)[CH:33]=1)=[O:31])(C)(C)C, predict the reaction product. The product is: [C:1]([O:5][C:6](=[O:22])[NH:7][C:8]1[CH:13]=[CH:12][C:11]([C:14]2[CH:19]=[CH:18][CH:17]=[CH:16][C:15]=2[F:20])=[CH:10][C:9]=1[NH:21][C:28](=[O:27])[CH2:29][C:30]([C:32]1[CH:37]=[CH:36][CH:35]=[C:34]([C:38]2[CH:43]=[CH:42][N:41]=[C:40]([CH3:44])[CH:39]=2)[CH:33]=1)=[O:31])([CH3:4])([CH3:2])[CH3:3]. (2) The product is: [F:14][C:15]1[N:16]=[C:17]([C:21]2[N:25]([CH2:2][C:3]3[N:4]([CH3:13])[C:5]4[C:10]([N:11]=3)=[CH:9][N:8]=[C:7]([CH3:12])[N:6]=4)[CH:24]=[CH:23][N:22]=2)[CH:18]=[CH:19][CH:20]=1. Given the reactants Cl[CH2:2][C:3]1[N:4]([CH3:13])[C:5]2[C:10]([N:11]=1)=[CH:9][N:8]=[C:7]([CH3:12])[N:6]=2.[F:14][C:15]1[CH:20]=[CH:19][CH:18]=[C:17]([C:21]2[NH:22][CH:23]=[CH:24][N:25]=2)[N:16]=1.C([O-])([O-])=O.[K+].[K+], predict the reaction product. (3) The product is: [CH3:29][C:16]1([CH3:30])[C:17]2[C:22](=[CH:21][C:20]([N:23]3[CH2:24][CH2:25][O:26][CH2:27][CH2:28]3)=[CH:19][CH:18]=2)[N:14]([C:5]2[C:4]3[C:9](=[CH:10][CH:11]=[CH:2][CH:3]=3)[N:8]=[C:7]([CH3:12])[C:6]=2[CH3:13])[CH2:15]1. Given the reactants Cl[C:2]1[CH:3]=[C:4]2[C:9](=[CH:10][CH:11]=1)[N:8]=[C:7]([CH3:12])[C:6]([CH3:13])=[C:5]2[N:14]1[C:22]2[C:17](=[CH:18][CH:19]=[C:20]([N:23]3[CH2:28][CH2:27][O:26][CH2:25][CH2:24]3)[CH:21]=2)[C:16]([CH3:30])([CH3:29])[CH2:15]1.N#N.C(N(CC)CC)C, predict the reaction product. (4) Given the reactants [Br:1]N1C(=O)CCC1=O.[Br:9][C:10]1[CH:15]=[CH:14][C:13]([Cl:16])=[C:12]([CH2:17]O)[CH:11]=1.C1(P(C2C=CC=CC=2)C2C=CC=CC=2)C=CC=CC=1, predict the reaction product. The product is: [Br:9][C:10]1[CH:15]=[CH:14][C:13]([Cl:16])=[C:12]([CH2:17][Br:1])[CH:11]=1. (5) Given the reactants [CH3:1][C:2]1[S:3][CH:4]=[C:5]([C:7]([NH:9][C:10]2[C:11]3[C:15]([CH:16]=[C:17](B4OC(C)(C)CC(C)(C)O4)[CH:18]=2)=[N:14][N:13](C2CCCCO2)[CH:12]=3)=[O:8])[N:6]=1.Br[C:36]1[CH:37]=[C:38]([O:42][CH2:43][C:44]([OH:46])=[O:45])[CH:39]=[CH:40][CH:41]=1.C(=O)([O-])[O-].[Na+].[Na+].O1CCOCC1, predict the reaction product. The product is: [CH3:1][C:2]1[S:3][CH:4]=[C:5]([C:7]([NH:9][C:10]2[CH:18]=[C:17]([C:36]3[CH:37]=[C:38]([O:42][CH2:43][C:44]([OH:46])=[O:45])[CH:39]=[CH:40][CH:41]=3)[CH:16]=[C:15]3[C:11]=2[CH:12]=[N:13][NH:14]3)=[O:8])[N:6]=1.